This data is from Full USPTO retrosynthesis dataset with 1.9M reactions from patents (1976-2016). The task is: Predict the reactants needed to synthesize the given product. (1) Given the product [Cl:36][C:20]1[N:19]=[N:18][CH:17]=[C:16]([N:13]2[CH2:14][CH2:15][CH:10]([C:3]3[C:4]([O:8][CH3:9])=[CH:5][CH:6]=[CH:7][C:2]=3[F:1])[CH2:11][CH2:12]2)[C:21]=1[C:22]([F:25])([F:24])[F:23], predict the reactants needed to synthesize it. The reactants are: [F:1][C:2]1[CH:7]=[CH:6][CH:5]=[C:4]([O:8][CH3:9])[C:3]=1[CH:10]1[CH2:15][CH2:14][N:13]([C:16]2[CH:17]=[N:18][N:19](C(OC(C)(C)C)=O)[C:20](=O)[C:21]=2[C:22]([F:25])([F:24])[F:23])[CH2:12][CH2:11]1.P(Cl)(Cl)([Cl:36])=O. (2) Given the product [Cl:3][C:7]1[N:12]([CH3:13])[C:11](=[O:14])[CH:10]=[C:9]([C:15]2[CH:20]=[CH:19][N:18]=[CH:17][N:16]=2)[N:8]=1, predict the reactants needed to synthesize it. The reactants are: P(Cl)(Cl)([Cl:3])=O.S[C:7]1[N:12]([CH3:13])[C:11](=[O:14])[CH:10]=[C:9]([C:15]2[CH:20]=[CH:19][N:18]=[CH:17][N:16]=2)[N:8]=1.C(=O)([O-])[O-].[K+].[K+]. (3) Given the product [F:1][C:2]1[C:7]([O:8][CH3:9])=[CH:6][CH:5]=[C:4]([O:10][CH3:11])[C:3]=1[C:12](=[O:27])[CH2:13][C:19]1[CH:24]=[CH:23][CH:22]=[C:21]([O:25][CH3:26])[CH:20]=1, predict the reactants needed to synthesize it. The reactants are: [F:1][C:2]1[C:7]([O:8][CH3:9])=[CH:6][CH:5]=[C:4]([O:10][CH3:11])[C:3]=1[C:12](=[O:27])[CH:13]([C:19]1[CH:24]=[CH:23][CH:22]=[C:21]([O:25][CH3:26])[CH:20]=1)C(OCC)=O. (4) Given the product [F:41][C:38]([F:39])([F:40])[C:35]1[CH:36]=[CH:37][C:32](/[CH:31]=[CH:30]/[C:27]2[O:28][CH:29]=[C:25]([CH2:24][O:1][C:2]3[CH:3]=[C:4]([CH2:8][CH2:9][CH2:10][N:11]4[CH:15]=[CH:14][N:13]=[C:12]4[CH2:16][CH:17]([OH:20])[CH2:18][OH:19])[CH:5]=[CH:6][CH:7]=3)[N:26]=2)=[CH:33][CH:34]=1, predict the reactants needed to synthesize it. The reactants are: [OH:1][C:2]1[CH:3]=[C:4]([CH2:8][CH2:9][CH2:10][N:11]2[CH:15]=[CH:14][N:13]=[C:12]2[CH2:16][CH:17]([OH:20])[CH2:18][OH:19])[CH:5]=[CH:6][CH:7]=1.[H-].[Na+].Cl[CH2:24][C:25]1[N:26]=[C:27](/[CH:30]=[CH:31]/[C:32]2[CH:37]=[CH:36][C:35]([C:38]([F:41])([F:40])[F:39])=[CH:34][CH:33]=2)[O:28][CH:29]=1.